From a dataset of Peptide-MHC class II binding affinity with 134,281 pairs from IEDB. Regression. Given a peptide amino acid sequence and an MHC pseudo amino acid sequence, predict their binding affinity value. This is MHC class II binding data. The peptide sequence is DVLFRLENHAETLRA. The MHC is DRB3_0101 with pseudo-sequence DRB3_0101. The binding affinity (normalized) is 0.590.